The task is: Predict the product of the given reaction.. This data is from Forward reaction prediction with 1.9M reactions from USPTO patents (1976-2016). Given the reactants [CH2:1]([O:5][C:6]1[N:14]=[C:13]2[C:9]([N:10]=[C:11]([O:23]C)[N:12]2[CH2:15][CH2:16][CH:17]2[CH2:22][CH2:21][CH2:20][NH:19][CH2:18]2)=[C:8]([NH2:25])[N:7]=1)[CH2:2][CH2:3][CH3:4].I[CH:27]1[CH2:31][CH2:30][CH2:29][CH2:28]1, predict the reaction product. The product is: [NH2:25][C:8]1[N:7]=[C:6]([O:5][CH2:1][CH2:2][CH2:3][CH3:4])[N:14]=[C:13]2[C:9]=1[NH:10][C:11](=[O:23])[N:12]2[CH2:15][CH2:16][CH:17]1[CH2:22][CH2:21][CH2:20][N:19]([CH:27]2[CH2:31][CH2:30][CH2:29][CH2:28]2)[CH2:18]1.